From a dataset of Forward reaction prediction with 1.9M reactions from USPTO patents (1976-2016). Predict the product of the given reaction. (1) Given the reactants C([CH2:4][C:5]1[N:14]2[C:8]([CH2:9][NH:10][C@@:11]([C@H:25]([O:29][C:30]3[N:35]=[C:34]([CH3:36])[CH:33]=[C:32]([CH3:37])[N:31]=3)[C:26]([OH:28])=[O:27])([C:19]3[CH:24]=[CH:23][CH:22]=[CH:21][CH:20]=3)[C:12]3[CH:18]=[CH:17][CH:16]=[CH:15][C:13]=32)=[N:7][N:6]=1)(O)=O, predict the reaction product. The product is: [CH3:37][C:32]1[CH:33]=[C:34]([CH3:36])[N:35]=[C:30]([O:29][C@@H:25]([C@@:11]2([C:19]3[CH:20]=[CH:21][CH:22]=[CH:23][CH:24]=3)[NH:10][CH2:9][C:8]3[N:14]([C:5]([CH3:4])=[N:6][N:7]=3)[C:13]3[CH:15]=[CH:16][CH:17]=[CH:18][C:12]2=3)[C:26]([OH:28])=[O:27])[N:31]=1. (2) Given the reactants [CH:1]1([NH:9][C:10]([NH:12][NH:13][C:14](=O)[CH2:15][CH2:16][N:17]2[CH2:22][CH2:21][N:20]([C:23]3[CH:28]=[CH:27][CH:26]=[CH:25][C:24]=3[O:29][CH3:30])[CH2:19][CH2:18]2)=[O:11])[CH2:8][CH2:7][CH2:6][CH2:5][CH2:4][CH2:3][CH2:2]1.Cl.C(OCC)(=O)C, predict the reaction product. The product is: [CH:1]1([N:9]2[C:14]([CH2:15][CH2:16][N:17]3[CH2:22][CH2:21][N:20]([C:23]4[CH:28]=[CH:27][CH:26]=[CH:25][C:24]=4[O:29][CH3:30])[CH2:19][CH2:18]3)=[N:13][NH:12][C:10]2=[O:11])[CH2:8][CH2:7][CH2:6][CH2:5][CH2:4][CH2:3][CH2:2]1. (3) Given the reactants FC1C([O:8][C:9](=O)[CH:10]([C:17]2[N:18]([C:25]3[CH:30]=[CH:29][C:28]([Cl:31])=[CH:27][CH:26]=3)[N:19]=[C:20]3[CH2:24][CH2:23][CH2:22][C:21]=23)[CH:11]2[CH2:16][CH2:15][CH2:14][CH2:13][CH2:12]2)=C(F)C(F)=C(F)C=1F.[CH3:37][O:38][C:39](=[O:48])[C:40]1[CH:45]=[CH:44][C:43]([NH2:46])=[C:42]([F:47])[CH:41]=1, predict the reaction product. The product is: [CH3:37][O:38][C:39](=[O:48])[C:40]1[CH:45]=[CH:44][C:43]([NH:46][C:9](=[O:8])[CH:10]([C:17]2[N:18]([C:25]3[CH:26]=[CH:27][C:28]([Cl:31])=[CH:29][CH:30]=3)[N:19]=[C:20]3[CH2:24][CH2:23][CH2:22][C:21]=23)[CH:11]2[CH2:16][CH2:15][CH2:14][CH2:13][CH2:12]2)=[C:42]([F:47])[CH:41]=1. (4) Given the reactants [CH2:1]([C:5]1([CH3:30])[C:14]2[C:9](=[CH:10][CH:11]=[CH:12][CH:13]=2)[C:8]([OH:15])=[C:7]([C:16]2[NH:21][C:20]3[CH:22]=[CH:23][C:24]([OH:26])=[CH:25][C:19]=3[S:18](=[O:28])(=[O:27])[N:17]=2)[C:6]1=[O:29])[CH2:2][CH2:3][CH3:4].Br[CH2:32][C:33]([NH2:35])=[O:34].C(=O)([O-])[O-].[Cs+].[Cs+], predict the reaction product. The product is: [CH2:1]([C:5]1([CH3:30])[C:14]2[C:9](=[CH:10][CH:11]=[CH:12][CH:13]=2)[C:8]([OH:15])=[C:7]([C:16]2[NH:21][C:20]3[CH:22]=[CH:23][C:24]([O:26][CH2:32][C:33]([NH2:35])=[O:34])=[CH:25][C:19]=3[S:18](=[O:28])(=[O:27])[N:17]=2)[C:6]1=[O:29])[CH2:2][CH2:3][CH3:4].